This data is from Forward reaction prediction with 1.9M reactions from USPTO patents (1976-2016). The task is: Predict the product of the given reaction. (1) Given the reactants [CH3:1][C:2](C)([O-])C.[K+].[CH2:7](Br)[C:8]1[CH:13]=[CH:12][CH:11]=[CH:10][CH:9]=1.C[CH2:16][O:17][C:18]([CH3:20])=O.[CH3:21][CH2:22][CH2:23][CH2:24][CH2:25][CH3:26].[N:27]1[CH:32]=[CH:31][CH:30]=[CH:29][CH:28]=1.[CH2:33]1[CH2:37][O:36][CH2:35][CH2:34]1, predict the reaction product. The product is: [CH2:7]([O:36][C:37]1[CH:33]=[C:34]([C@@H:22]([C:23]2[CH:2]=[CH:1][CH:26]=[CH:25][CH:24]=2)[CH2:21][C:30]2[CH:31]=[CH:32][N:27]=[CH:28][CH:29]=2)[CH:35]=[CH:20][C:18]=1[O:17][CH3:16])[C:8]1[CH:13]=[CH:12][CH:11]=[CH:10][CH:9]=1. (2) Given the reactants C(N1C2C(=CC=CC=2)C(O)(CC(=O)C2C=CC=CN=2)C1=O)CCC.[CH2:25]([N:30]1[C:38]2[C:33](=[CH:34][C:35]([CH3:39])=[CH:36][CH:37]=2)[C:32](=[O:40])[C:31]1=[O:41])[CH2:26][CH:27]([CH3:29])[CH3:28].[NH:42]1[C:50]2[C:45](=[CH:46][CH:47]=[CH:48][CH:49]=2)[C:44]([C:51](=[O:53])[CH3:52])=[CH:43]1, predict the reaction product. The product is: [NH:42]1[C:50]2[C:45](=[CH:46][CH:47]=[CH:48][CH:49]=2)[C:44]([C:51](=[O:53])[CH2:52][C:32]2([OH:40])[C:33]3[C:38](=[CH:37][CH:36]=[C:35]([CH3:39])[CH:34]=3)[N:30]([CH2:25][CH2:26][CH:27]([CH3:29])[CH3:28])[C:31]2=[O:41])=[CH:43]1. (3) Given the reactants [Cl:1][C:2]1[C:3]([N:8]2[C:12]([C:13]3[O:18][C:17](=[O:19])[C:16]4[CH:20]=[C:21]([C:25]#[N:26])[CH:22]=[C:23]([CH3:24])[C:15]=4[N:14]=3)=[CH:11][C:10]([C:27]([F:30])([F:29])[F:28])=[N:9]2)=[N:4][CH:5]=[CH:6][CH:7]=1.Cl.[CH:32]1([CH2:35][NH2:36])[CH2:34][CH2:33]1.C(N(CC)CC)C.O, predict the reaction product. The product is: [Cl:1][C:2]1[C:3]([N:8]2[C:12]([C:13]([NH:14][C:15]3[C:23]([CH3:24])=[CH:22][C:21]([C:25]#[N:26])=[CH:20][C:16]=3[C:17]([NH:36][CH2:35][CH:32]3[CH2:34][CH2:33]3)=[O:19])=[O:18])=[CH:11][C:10]([C:27]([F:28])([F:30])[F:29])=[N:9]2)=[N:4][CH:5]=[CH:6][CH:7]=1. (4) Given the reactants [Cl:1][C:2]1[CH:3]=[C:4]([C:8]([N:10]=[C:11]=[S:12])=[O:9])[CH:5]=[CH:6][CH:7]=1.[CH3:13][O:14][C:15]1[CH:16]=[C:17]2[C:22](=[CH:23][C:24]=1[O:25][CH3:26])[N:21]=[CH:20][CH:19]=[C:18]2[O:27][C:28]1[CH:34]=[CH:33][C:31]([NH2:32])=[C:30]([CH3:35])[C:29]=1[CH3:36].C1(C)C=CC=CC=1, predict the reaction product. The product is: [Cl:1][C:2]1[CH:3]=[C:4]([CH:5]=[CH:6][CH:7]=1)[C:8]([NH:10][C:11]([NH:32][C:31]1[CH:33]=[CH:34][C:28]([O:27][C:18]2[C:17]3[C:22](=[CH:23][C:24]([O:25][CH3:26])=[C:15]([O:14][CH3:13])[CH:16]=3)[N:21]=[CH:20][CH:19]=2)=[C:29]([CH3:36])[C:30]=1[CH3:35])=[S:12])=[O:9]. (5) The product is: [C:1]([O:5][C:6](=[O:16])[NH:7][CH2:8][C:9]1[CH:14]=[CH:13][CH:12]=[C:11]([NH:15][C:19](=[O:20])[CH2:18][Cl:17])[CH:10]=1)([CH3:4])([CH3:2])[CH3:3]. Given the reactants [C:1]([O:5][C:6](=[O:16])[NH:7][CH2:8][C:9]1[CH:14]=[CH:13][CH:12]=[C:11]([NH2:15])[CH:10]=1)([CH3:4])([CH3:3])[CH3:2].[Cl:17][CH2:18][C:19](Cl)=[O:20], predict the reaction product.